The task is: Predict the reaction yield, written as a fraction of the theoretical maximum amount of product (1.0 means a 100% yield; for example, 0.34 means a 34% yield).. This data is from Reaction yield outcomes from USPTO patents with 853,638 reactions. (1) The reactants are [Cl:1][C:2]1[C:7]([F:8])=[C:6]([NH2:9])[CH:5]=[CH:4][N:3]=1.[Cl:10][C:11]1[CH:19]=[CH:18][CH:17]=[C:16]([Cl:20])[C:12]=1[C:13](Cl)=[O:14].C(N(CC)CC)C. The catalyst is O1CCOCC1. The product is [Cl:10][C:11]1[CH:19]=[CH:18][CH:17]=[C:16]([Cl:20])[C:12]=1[C:13]([NH:9][C:6]1[CH:5]=[CH:4][N:3]=[C:2]([Cl:1])[C:7]=1[F:8])=[O:14]. The yield is 0.810. (2) The reactants are [Cl:1][C:2]1[CH:11]=[CH:10][C:5]([C:6]([O:8][CH3:9])=[O:7])=[C:4]([NH:12][CH2:13][CH2:14][CH2:15][CH2:16][OH:17])[C:3]=1[NH:18][C:19](=S)[NH:20][C:21]1[CH:26]=[CH:25][C:24]([O:27][CH3:28])=[CH:23][C:22]=1[Cl:29].C(N(CC)CC)C.Cl.C(N=C=NCCCN(C)C)C. The catalyst is O1CCCC1.C(OCC)(=O)C. The product is [Cl:1][C:2]1[C:3]2[N:18]=[C:19]([NH:20][C:21]3[CH:26]=[CH:25][C:24]([O:27][CH3:28])=[CH:23][C:22]=3[Cl:29])[N:12]([CH2:13][CH2:14][CH2:15][CH2:16][OH:17])[C:4]=2[C:5]([C:6]([O:8][CH3:9])=[O:7])=[CH:10][CH:11]=1. The yield is 0.900. (3) The reactants are B(F)(F)F.CC[O:7]CC.[Br:10][C:11]1[C:20]2[C:19]([CH3:21])=[CH:18][CH2:17][CH2:16][C:15]=2[CH:14]=[CH:13][C:12]=1[NH:22][S:23]([C:26]1[CH:31]=[CH:30][CH:29]=[CH:28][C:27]=1[F:32])(=[O:25])=[O:24]. The catalyst is C1COCC1. The product is [Br:10][C:11]1[C:20]2[C@H:19]([CH3:21])[C@@H:18]([OH:7])[CH2:17][CH2:16][C:15]=2[CH:14]=[CH:13][C:12]=1[NH:22][S:23]([C:26]1[CH:31]=[CH:30][CH:29]=[CH:28][C:27]=1[F:32])(=[O:25])=[O:24]. The yield is 0.570. (4) The reactants are N(C(N1CCCCC1)=O)=NC(N1CCCCC1)=O.[ClH:19].[F:20][C:21]1[CH:40]=[C:39](C)[C:38]([O:42][C:43]([O:45][CH3:46])=[O:44])=[CH:37][C:22]=1[NH:23][C:24]1[C:33]2[C:28](=[CH:29][C:30]([OH:36])=[C:31]([O:34][CH3:35])[CH:32]=2)[N:27]=[CH:26][N:25]=1.C(P(CCCC)CCCC)CCC.O[CH2:61][CH2:62][CH2:63][C:64]1[CH:69]=[CH:68][N:67]=[CH:66][CH:65]=1. The catalyst is C(Cl)Cl. The product is [Cl:19][C:39]1[C:38]([O:42][C:43]([O:45][CH3:46])=[O:44])=[CH:37][C:22]([NH:23][C:24]2[C:33]3[C:28](=[CH:29][C:30]([O:36][CH2:61][CH2:62][CH2:63][C:64]4[CH:69]=[CH:68][N:67]=[CH:66][CH:65]=4)=[C:31]([O:34][CH3:35])[CH:32]=3)[N:27]=[CH:26][N:25]=2)=[C:21]([F:20])[CH:40]=1. The yield is 0.670. (5) The reactants are [Br:1][C:2]1[C:3]([CH3:10])=[C:4]([CH2:8]O)[CH:5]=[N:6][CH:7]=1.[CH:11]([N:14](C(C)C)CC)(C)C.CS(Cl)(=O)=O. The catalyst is C1COCC1. The product is [Br:1][C:2]1[C:3]([CH3:10])=[C:4]([CH2:8][NH:14][CH3:11])[CH:5]=[N:6][CH:7]=1. The yield is 0.830.